From a dataset of NCI-60 drug combinations with 297,098 pairs across 59 cell lines. Regression. Given two drug SMILES strings and cell line genomic features, predict the synergy score measuring deviation from expected non-interaction effect. (1) Drug 1: C1=NC2=C(N1)C(=S)N=CN2. Drug 2: C(CCl)NC(=O)N(CCCl)N=O. Cell line: HS 578T. Synergy scores: CSS=23.4, Synergy_ZIP=-8.28, Synergy_Bliss=-5.82, Synergy_Loewe=-3.88, Synergy_HSA=-2.52. (2) Drug 1: C1=CC(=CC=C1C#N)C(C2=CC=C(C=C2)C#N)N3C=NC=N3. Drug 2: N.N.Cl[Pt+2]Cl. Cell line: TK-10. Synergy scores: CSS=13.0, Synergy_ZIP=-0.773, Synergy_Bliss=-2.03, Synergy_Loewe=-3.32, Synergy_HSA=-2.45. (3) Cell line: SK-OV-3. Drug 1: C1=NC2=C(N1)C(=S)N=C(N2)N. Drug 2: CC1=C(C(=CC=C1)Cl)NC(=O)C2=CN=C(S2)NC3=CC(=NC(=N3)C)N4CCN(CC4)CCO. Synergy scores: CSS=46.7, Synergy_ZIP=-2.63, Synergy_Bliss=0.140, Synergy_Loewe=2.79, Synergy_HSA=4.94. (4) Drug 1: CC(C1=C(C=CC(=C1Cl)F)Cl)OC2=C(N=CC(=C2)C3=CN(N=C3)C4CCNCC4)N. Drug 2: CC1C(C(CC(O1)OC2CC(CC3=C2C(=C4C(=C3O)C(=O)C5=CC=CC=C5C4=O)O)(C(=O)C)O)N)O. Cell line: A549. Synergy scores: CSS=54.8, Synergy_ZIP=-4.21, Synergy_Bliss=-4.59, Synergy_Loewe=-15.0, Synergy_HSA=-2.40. (5) Synergy scores: CSS=0.582, Synergy_ZIP=-1.38, Synergy_Bliss=-3.29, Synergy_Loewe=-2.07, Synergy_HSA=-2.94. Cell line: MOLT-4. Drug 1: C1CC(=O)NC(=O)C1N2C(=O)C3=CC=CC=C3C2=O. Drug 2: CC(C)NC(=O)C1=CC=C(C=C1)CNNC.Cl. (6) Synergy scores: CSS=-1.57, Synergy_ZIP=0.0822, Synergy_Bliss=-1.10, Synergy_Loewe=-1.28, Synergy_HSA=-2.02. Drug 1: CS(=O)(=O)OCCCCOS(=O)(=O)C. Cell line: UO-31. Drug 2: C1C(C(OC1N2C=NC3=C2NC=NCC3O)CO)O. (7) Drug 1: COC1=CC(=CC(=C1O)OC)C2C3C(COC3=O)C(C4=CC5=C(C=C24)OCO5)OC6C(C(C7C(O6)COC(O7)C8=CC=CS8)O)O. Drug 2: CN(C(=O)NC(C=O)C(C(C(CO)O)O)O)N=O. Cell line: MCF7. Synergy scores: CSS=33.6, Synergy_ZIP=3.01, Synergy_Bliss=2.64, Synergy_Loewe=-31.5, Synergy_HSA=3.07.